From a dataset of Reaction yield outcomes from USPTO patents with 853,638 reactions. Predict the reaction yield, written as a fraction of the theoretical maximum amount of product (1.0 means a 100% yield; for example, 0.34 means a 34% yield). (1) The reactants are Cl.[NH2:2][C@@H:3]([C:5]1[C:10]([F:11])=[CH:9][C:8]([NH:12][S:13]([CH3:16])(=[O:15])=[O:14])=[C:7]([CH3:17])[CH:6]=1)[CH3:4].F[P-](F)(F)(F)(F)F.C[N+](C)=C(N(C)C)ON1C2N=CC=CC=2N=N1.[F:42][C:43]([F:58])([F:57])[C:44]1[CH:53]=[CH:52][C:51]2[CH2:50][CH:49]([C:54](O)=[O:55])[CH2:48][CH2:47][C:46]=2[N:45]=1.C(N(CC)C(C)C)(C)C.CN1CCCC1=O. No catalyst specified. The product is [F:11][C:10]1[CH:9]=[C:8]([NH:12][S:13]([CH3:16])(=[O:15])=[O:14])[C:7]([CH3:17])=[CH:6][C:5]=1[C@H:3]([NH:2][C:54]([CH:49]1[CH2:48][CH2:47][C:46]2[N:45]=[C:44]([C:43]([F:58])([F:42])[F:57])[CH:53]=[CH:52][C:51]=2[CH2:50]1)=[O:55])[CH3:4]. The yield is 0.720. (2) The reactants are [CH:1]([C:4]1[CH:9]=[C:8]([O:10][CH3:11])[C:7]([CH3:12])=[CH:6][C:5]=1[OH:13])([CH3:3])[CH3:2].C(=O)([O-])[O-].[K+].[K+].Br[CH2:21][C:22]([O:24][CH2:25][CH3:26])=[O:23]. The catalyst is CC(C)=O. The product is [CH2:25]([O:24][C:22](=[O:23])[CH2:21][O:13][C:5]1[CH:6]=[C:7]([CH3:12])[C:8]([O:10][CH3:11])=[CH:9][C:4]=1[CH:1]([CH3:3])[CH3:2])[CH3:26]. The yield is 0.820.